Dataset: Full USPTO retrosynthesis dataset with 1.9M reactions from patents (1976-2016). Task: Predict the reactants needed to synthesize the given product. (1) Given the product [CH3:34][N:30]1[CH:31]=[CH:32][N:33]=[C:29]1[S:28][CH2:9][CH2:10][C:11]1[CH:16]=[CH:15][C:14]([O:17][C:18](=[O:27])[N:19]([CH3:26])[C:20]2[CH:25]=[CH:24][CH:23]=[CH:22][CH:21]=2)=[CH:13][CH:12]=1, predict the reactants needed to synthesize it. The reactants are: C(O)(C(F)(F)F)=O.O[CH2:9][CH2:10][C:11]1[CH:16]=[CH:15][C:14]([O:17][C:18](=[O:27])[N:19]([CH3:26])[C:20]2[CH:25]=[CH:24][CH:23]=[CH:22][CH:21]=2)=[CH:13][CH:12]=1.[SH:28][C:29]1[N:30]([CH3:34])[CH:31]=[CH:32][N:33]=1. (2) Given the product [CH3:13][O:12][C:9]1[CH:10]=[C:11]2[C:6](=[CH:7][C:8]=1[O:14][CH3:15])[N:5]=[N:4][CH:3]=[C:2]2[N:24]1[CH2:25][CH2:26][CH:22]([C:16]2[CH:21]=[CH:20][CH:19]=[CH:18][CH:17]=2)[CH2:23]1, predict the reactants needed to synthesize it. The reactants are: Br[C:2]1[C:11]2[C:6](=[CH:7][C:8]([O:14][CH3:15])=[C:9]([O:12][CH3:13])[CH:10]=2)[N:5]=[N:4][CH:3]=1.[C:16]1([CH:22]2[CH2:26][CH2:25][NH:24][CH2:23]2)[CH:21]=[CH:20][CH:19]=[CH:18][CH:17]=1.CC1(C)C2C=CC=C(P(C3C=CC=CC=3)C3C=CC=CC=3)C=2OC2C1=CC=CC=2P(C1C=CC=CC=1)C1C=CC=CC=1.CC(C)([O-])C.[Na+].Cl. (3) Given the product [C:1]([O:5][C:6](=[O:22])[NH:7][C:8]1[CH:13]=[C:12]([O:14][CH2:15][CH3:16])[C:11]([C:17]([F:20])([F:19])[F:18])=[CH:10][C:9]=1[NH:21][C:28](=[O:27])[CH2:29][C:30]([C:32]1[CH:37]=[CH:36][N:35]=[C:34]([C:38]2[CH:39]=[N:40][CH:41]=[CH:42][CH:43]=2)[CH:33]=1)=[O:31])([CH3:2])([CH3:3])[CH3:4], predict the reactants needed to synthesize it. The reactants are: [C:1]([O:5][C:6](=[O:22])[NH:7][C:8]1[CH:13]=[C:12]([O:14][CH2:15][CH3:16])[C:11]([C:17]([F:20])([F:19])[F:18])=[CH:10][C:9]=1[NH2:21])([CH3:4])([CH3:3])[CH3:2].C([O:27][C:28](=O)[CH2:29][C:30]([C:32]1[CH:37]=[CH:36][N:35]=[C:34]([C:38]2[CH:39]=[N:40][CH:41]=[CH:42][CH:43]=2)[CH:33]=1)=[O:31])(C)(C)C. (4) Given the product [CH2:1]([O:8][C:9]1[CH:10]=[C:11]([O:18][C@@H:20]([C@H:22]2[CH2:26][N:25]([C@@H:27]([C:29]3[CH:30]=[CH:31][C:32]([O:35][CH3:36])=[CH:33][CH:34]=3)[CH3:28])[C:24](=[O:37])[CH2:23]2)[CH3:21])[C:12]2[S:16][CH:15]=[N:14][C:13]=2[CH:17]=1)[C:2]1[CH:7]=[CH:6][CH:5]=[CH:4][CH:3]=1, predict the reactants needed to synthesize it. The reactants are: [CH2:1]([O:8][C:9]1[CH:10]=[C:11]([OH:18])[C:12]2[S:16][CH:15]=[N:14][C:13]=2[CH:17]=1)[C:2]1[CH:7]=[CH:6][CH:5]=[CH:4][CH:3]=1.O[C@H:20]([C@H:22]1[CH2:26][N:25]([C@@H:27]([C:29]2[CH:34]=[CH:33][C:32]([O:35][CH3:36])=[CH:31][CH:30]=2)[CH3:28])[C:24](=[O:37])[CH2:23]1)[CH3:21].C1C=CC(P(C2C=CC=CC=2)C2C=CC=CC=2)=CC=1.CCOC(/N=N/C(OCC)=O)=O.